This data is from Forward reaction prediction with 1.9M reactions from USPTO patents (1976-2016). The task is: Predict the product of the given reaction. (1) The product is: [F:32][C:26]1[CH:27]=[C:28]([I:31])[CH:29]=[CH:30][C:25]=1[NH:24][C:12]1[C:13]([C:17]([OH:19])=[O:18])=[CH:14][CH:15]=[C:16]2[C:11]=1[CH:10]=[N:9][NH:8]2. Given the reactants C(OC([N:8]1[C:16]2[C:11](=[C:12]([NH:24][C:25]3[CH:30]=[CH:29][C:28]([I:31])=[CH:27][C:26]=3[F:32])[C:13]([C:17]([O:19]C(C)(C)C)=[O:18])=[CH:14][CH:15]=2)[CH:10]=[N:9]1)=O)(C)(C)C.C(O)(C(F)(F)F)=O, predict the reaction product. (2) Given the reactants [Si](OCC1SC(C(CN2[C:29](=[O:30])[C:28]3[C:23](=[CH:24][CH:25]=[CH:26][CH:27]=3)C2=O)C(OC)=O)=CC=1)(C(C)(C)C)(C)C.[Li+].[OH-:33].O, predict the reaction product. The product is: [C:29]([OH:30])(=[O:33])[C:28]1[CH:23]=[CH:24][CH:25]=[CH:26][CH:27]=1. (3) Given the reactants [OH-].[Na+].O[N:4]=[C:5]1[C:13](=[O:14])[C:12]2[C:7](=[CH:8][C:9]([O:18][CH3:19])=[C:10]([C:15]([NH2:17])=[O:16])[CH:11]=2)[CH2:6]1.C1(C)C=CC(S(Cl)(=O)=[O:27])=CC=1, predict the reaction product. The product is: [C:5]([CH2:6][C:7]1[C:12]([C:13]([OH:14])=[O:27])=[CH:11][C:10]([C:15]([NH2:17])=[O:16])=[C:9]([O:18][CH3:19])[CH:8]=1)#[N:4]. (4) Given the reactants [C:1]([C:3]1[CH:8]=[CH:7][C:6]([NH:9][C:10](=[O:28])[C:11]([CH:22]2[CH2:27][CH2:26][CH2:25][CH2:24][CH2:23]2)([OH:21])[CH2:12][C:13]2[CH:18]=[CH:17][CH:16]=[C:15]([O:19]C)[CH:14]=2)=[CH:5][C:4]=1[C:29]([F:32])([F:31])[F:30])#[N:2].BrB(Br)Br, predict the reaction product. The product is: [C:1]([C:3]1[CH:8]=[CH:7][C:6]([NH:9][C:10](=[O:28])[C:11]([CH:22]2[CH2:27][CH2:26][CH2:25][CH2:24][CH2:23]2)([OH:21])[CH2:12][C:13]2[CH:18]=[CH:17][CH:16]=[C:15]([OH:19])[CH:14]=2)=[CH:5][C:4]=1[C:29]([F:30])([F:31])[F:32])#[N:2]. (5) Given the reactants [F:1][C:2]1[C:7]([F:8])=[CH:6][CH:5]=[CH:4][C:3]=1[C:9]1[N:17]=[C:12]2[CH:13]=[N:14][NH:15][CH:16]=[C:11]2[N:10]=1.Cl[CH2:19][C:20]1[O:24][N:23]=[C:22]([C:25]2[CH:38]=[CH:37][C:28]([O:29][CH2:30][C:31]3[CH:32]=[N:33][CH:34]=[CH:35][CH:36]=3)=[CH:27][CH:26]=2)[CH:21]=1, predict the reaction product. The product is: [F:1][C:2]1[C:7]([F:8])=[CH:6][CH:5]=[CH:4][C:3]=1[C:9]1[N:17]=[C:12]2[CH:13]=[N:14][N:15]([CH2:19][C:20]3[O:24][N:23]=[C:22]([C:25]4[CH:26]=[CH:27][C:28]([O:29][CH2:30][C:31]5[CH:32]=[N:33][CH:34]=[CH:35][CH:36]=5)=[CH:37][CH:38]=4)[CH:21]=3)[CH:16]=[C:11]2[N:10]=1.